This data is from Catalyst prediction with 721,799 reactions and 888 catalyst types from USPTO. The task is: Predict which catalyst facilitates the given reaction. (1) Reactant: [Br:1][C:2]1[CH:9]=[CH:8][C:5]([C:6]#[N:7])=[C:4](F)[CH:3]=1.[NH:11]1[CH2:16][CH2:15][O:14][CH2:13][CH2:12]1.CCN(C(C)C)C(C)C. Product: [Br:1][C:2]1[CH:9]=[CH:8][C:5]([C:6]#[N:7])=[C:4]([N:11]2[CH2:16][CH2:15][O:14][CH2:13][CH2:12]2)[CH:3]=1. The catalyst class is: 47. (2) Reactant: [Li]C(CC)C.C1CCCCC1.C(=O)=O.CC(C)=O.[CH2:19]([NH:21][C:22]([C:24]1[CH:28]=[CH:27][S:26][CH:25]=1)=[O:23])[CH3:20].CN(CCN(C)C)C.[CH3:37][Si:38](Cl)([CH3:40])[CH3:39]. Product: [CH2:19]([NH:21][C:22]([C:24]1[CH:28]=[CH:27][S:26][C:25]=1[Si:38]([CH3:40])([CH3:39])[CH3:37])=[O:23])[CH3:20]. The catalyst class is: 1. (3) Reactant: [NH2:1][C:2]1[CH:3]=[C:4]([OH:8])[CH:5]=[CH:6][CH:7]=1.C([O-])([O-])=O.[K+].[K+].Cl[C:16]1[CH:21]=[CH:20][C:19]([N+:22]([O-:24])=[O:23])=[C:18]([CH:25]([O:28][CH3:29])[O:26][CH3:27])[CH:17]=1.O. Product: [CH3:29][O:28][CH:25]([O:26][CH3:27])[C:18]1[CH:17]=[C:16]([CH:21]=[CH:20][C:19]=1[N+:22]([O-:24])=[O:23])[O:8][C:4]1[CH:3]=[C:2]([NH2:1])[CH:7]=[CH:6][CH:5]=1. The catalyst class is: 44. (4) Reactant: [CH2:1]([O:5][CH2:6][CH2:7][O:8][C:9]1[CH:14]=[CH:13][C:12]([C:15]2[CH:16]=[CH:17][C:18]3[N:24]([CH2:25][CH:26]([CH3:28])[CH3:27])[CH2:23][CH2:22][C:21]([C:29]([NH:31][C:32]4[CH:33]=[N:34][C:35]([S:38][CH2:39][C:40]5[N:41]([CH2:45][CH2:46][CH3:47])[CH:42]=[CH:43][N:44]=5)=[CH:36][CH:37]=4)=[O:30])=[CH:20][C:19]=3[CH:48]=2)=[CH:11][CH:10]=1)[CH2:2][CH2:3][CH3:4].ClC1C=CC=C(C(OO)=[O:57])C=1.S([O-])([O-])(=O)=S.[Na+].[Na+]. Product: [CH2:1]([O:5][CH2:6][CH2:7][O:8][C:9]1[CH:14]=[CH:13][C:12]([C:15]2[CH:16]=[CH:17][C:18]3[N:24]([CH2:25][CH:26]([CH3:27])[CH3:28])[CH2:23][CH2:22][C:21]([C:29]([NH:31][C:32]4[CH:33]=[N:34][C:35]([S:38]([CH2:39][C:40]5[N:41]([CH2:45][CH2:46][CH3:47])[CH:42]=[CH:43][N:44]=5)=[O:57])=[CH:36][CH:37]=4)=[O:30])=[CH:20][C:19]=3[CH:48]=2)=[CH:11][CH:10]=1)[CH2:2][CH2:3][CH3:4]. The catalyst class is: 2. (5) Reactant: [CH2:1]([N:8]1[CH:12]=[C:11]([C:13]([O:15]CC)=[O:14])[C:10]([O:18][CH2:19][C:20]2[CH:25]=[CH:24][C:23]([O:26][CH2:27][C:28]3[N:29]=[C:30]([C:34]4[O:35][CH:36]=[CH:37][CH:38]=4)[O:31][C:32]=3[CH3:33])=[C:22]([O:39][CH2:40][C:41]3[CH:46]=[CH:45][CH:44]=[CH:43][CH:42]=3)[CH:21]=2)=[N:9]1)[C:2]1[CH:7]=[CH:6][CH:5]=[CH:4][CH:3]=1.O1CCCC1.[OH-].[Na+].Cl. The catalyst class is: 97. Product: [CH2:1]([N:8]1[CH:12]=[C:11]([C:13]([OH:15])=[O:14])[C:10]([O:18][CH2:19][C:20]2[CH:25]=[CH:24][C:23]([O:26][CH2:27][C:28]3[N:29]=[C:30]([C:34]4[O:35][CH:36]=[CH:37][CH:38]=4)[O:31][C:32]=3[CH3:33])=[C:22]([O:39][CH2:40][C:41]3[CH:42]=[CH:43][CH:44]=[CH:45][CH:46]=3)[CH:21]=2)=[N:9]1)[C:2]1[CH:7]=[CH:6][CH:5]=[CH:4][CH:3]=1. (6) Reactant: [Cl:1][C:2]1[CH:7]=[CH:6][CH:5]=[C:4]([Cl:8])[C:3]=1[N:9]1[C:14](=[O:15])[C:13]2[CH:16]=[N:17][C:18]([NH:20][C:21]3[CH:26]=[CH:25][C:24]([N:27]4[CH2:32][CH2:31][N:30]([CH3:33])[CH2:29][CH2:28]4)=[CH:23][CH:22]=3)=[N:19][C:12]=2[C:11]([C:34]2[CH:39]=[CH:38][N:37]=[C:36]([C:40]([O:42]C)=[O:41])[CH:35]=2)=[N:10]1.O.[OH-].[Li+].CO.Cl. Product: [Cl:8][C:4]1[CH:5]=[CH:6][CH:7]=[C:2]([Cl:1])[C:3]=1[N:9]1[C:14](=[O:15])[C:13]2[CH:16]=[N:17][C:18]([NH:20][C:21]3[CH:22]=[CH:23][C:24]([N:27]4[CH2:32][CH2:31][N:30]([CH3:33])[CH2:29][CH2:28]4)=[CH:25][CH:26]=3)=[N:19][C:12]=2[C:11]([C:34]2[CH:39]=[CH:38][N:37]=[C:36]([C:40]([OH:42])=[O:41])[CH:35]=2)=[N:10]1. The catalyst class is: 20. (7) Reactant: C(NC(C)C)(C)C.C([Li])CCC.[C:13]([O:16][CH2:17][CH3:18])(=[O:15])[CH3:14].[CH3:19][NH:20][C:21]([C:23]1[CH:32]=[CH:31][C:30]2[C:25](=[CH:26][CH:27]=[C:28]([C:33]([C:35]3[N:36]=[CH:37][N:38]([C:40]([C:53]4[CH:58]=[CH:57][CH:56]=[CH:55][CH:54]=4)([C:47]4[CH:52]=[CH:51][CH:50]=[CH:49][CH:48]=4)[C:41]4[CH:46]=[CH:45][CH:44]=[CH:43][CH:42]=4)[CH:39]=3)=[O:34])[CH:29]=2)[CH:24]=1)=[O:22].[Cl-].[NH4+]. Product: [OH:34][C:33]([C:28]1[CH:27]=[CH:26][C:25]2[C:30](=[CH:31][CH:32]=[C:23]([C:21]([NH:20][CH3:19])=[O:22])[CH:24]=2)[CH:29]=1)([C:35]1[N:36]=[CH:37][N:38]([C:40]([C:41]2[CH:46]=[CH:45][CH:44]=[CH:43][CH:42]=2)([C:53]2[CH:54]=[CH:55][CH:56]=[CH:57][CH:58]=2)[C:47]2[CH:52]=[CH:51][CH:50]=[CH:49][CH:48]=2)[CH:39]=1)[CH2:14][C:13]([O:16][CH2:17][CH3:18])=[O:15]. The catalyst class is: 323.